From a dataset of Forward reaction prediction with 1.9M reactions from USPTO patents (1976-2016). Predict the product of the given reaction. (1) The product is: [Br:37][CH2:9][C:3]1[C:4]([CH3:8])=[CH:5][CH:6]=[CH:7][C:2]=1[Cl:1]. Given the reactants [Cl:1][C:2]1[CH:7]=[CH:6][CH:5]=[C:4]([CH3:8])[C:3]=1[CH2:9]O.C1C=CC(P(C2C=CC=CC=2)C2C=CC=CC=2)=CC=1.C1C(=O)N([Br:37])C(=O)C1, predict the reaction product. (2) Given the reactants N#N.[CH3:3][S:4]([C:7]1[O:11][C:10]([CH2:12]O)=[CH:9][CH:8]=1)(=[O:6])=[O:5].CCN(CC)CC.S([Cl:25])(C)(=O)=O, predict the reaction product. The product is: [Cl:25][CH2:12][C:10]1[O:11][C:7]([S:4]([CH3:3])(=[O:6])=[O:5])=[CH:8][CH:9]=1. (3) Given the reactants [F:1][C:2]1[CH:3]=[C:4]([CH:16]=[CH:17][CH:18]=1)[CH2:5][C:6]1[CH:15]=[CH:14][C:9]([C:10]([O:12]C)=[O:11])=[CH:8][CH:7]=1.[OH-].[Li+], predict the reaction product. The product is: [F:1][C:2]1[CH:3]=[C:4]([CH:16]=[CH:17][CH:18]=1)[CH2:5][C:6]1[CH:15]=[CH:14][C:9]([C:10]([OH:12])=[O:11])=[CH:8][CH:7]=1. (4) Given the reactants [C:1]12([CH2:11][O:12][C:13]3[C:18]([Br:19])=[CH:17][N:16]=[C:15]([NH:20][NH2:21])[CH:14]=3)[CH2:10][CH:5]3[CH2:6][CH:7]([CH2:9][CH:3]([CH2:4]3)[CH2:2]1)[CH2:8]2.Cl[S:23]([N:26]=[C:27]=O)(=[O:25])=[O:24].[NH:29]1[CH2:34][CH2:33][O:32][CH2:31][CH2:30]1, predict the reaction product. The product is: [C:1]12([CH2:11][O:12][C:13]3[C:18]([Br:19])=[CH:17][N:16]4[C:27]([NH:26][S:23]([N:29]5[CH2:34][CH2:33][O:32][CH2:31][CH2:30]5)(=[O:25])=[O:24])=[N:21][N:20]=[C:15]4[CH:14]=3)[CH2:8][CH:7]3[CH2:9][CH:3]([CH2:4][CH:5]([CH2:6]3)[CH2:10]1)[CH2:2]2. (5) Given the reactants [C:1]1([N:7]2[CH2:12][CH2:11][N:10]([CH2:13][CH2:14][NH2:15])[CH2:9][CH2:8]2)[CH:6]=[CH:5][CH:4]=[CH:3][CH:2]=1.[C:16]([N:20]1[C:24]([CH2:25][CH:26]([CH3:28])[CH3:27])=[CH:23][C:22]([CH:29]=O)=[N:21]1)([CH3:19])([CH3:18])[CH3:17], predict the reaction product. The product is: [C:16]([N:20]1[C:24]([CH2:25][CH:26]([CH3:27])[CH3:28])=[CH:23][C:22]([CH2:29][NH:15][CH2:14][CH2:13][N:10]2[CH2:9][CH2:8][N:7]([C:1]3[CH:2]=[CH:3][CH:4]=[CH:5][CH:6]=3)[CH2:12][CH2:11]2)=[N:21]1)([CH3:19])([CH3:18])[CH3:17]. (6) Given the reactants [F:1][C:2]1[CH:7]=[CH:6][C:5]([CH3:8])=[CH:4][C:3]=1[O:9][CH3:10].C([Li])(CC)C.[CH3:16][S:17]SC, predict the reaction product. The product is: [F:1][C:2]1[C:7]([S:17][CH3:16])=[CH:6][C:5]([CH3:8])=[CH:4][C:3]=1[O:9][CH3:10].